This data is from Full USPTO retrosynthesis dataset with 1.9M reactions from patents (1976-2016). The task is: Predict the reactants needed to synthesize the given product. (1) Given the product [CH3:1][C:2]1[CH:7]=[CH:6][N:5]2[C:23]([CH2:22][C@H:24]3[O:29][CH2:28][CH2:27][N:26]([C:30]([O:32][C:33]([CH3:34])([CH3:36])[CH3:35])=[O:31])[CH2:25]3)=[C:9]([C:11]3[CH:20]=[CH:19][C:14]([C:15](=[O:16])[NH:17][CH3:18])=[CH:13][C:12]=3[CH3:21])[N:8]=[C:4]2[CH:3]=1, predict the reactants needed to synthesize it. The reactants are: [CH3:1][C:2]1[CH:7]=[CH:6][N:5]=[C:4]([NH2:8])[CH:3]=1.[CH:9]([C:11]1[CH:20]=[CH:19][C:14]([C:15]([NH:17][CH3:18])=[O:16])=[CH:13][C:12]=1[CH3:21])=O.[C:22]([C@H:24]1[O:29][CH2:28][CH2:27][N:26]([C:30]([O:32][C:33]([CH3:36])([CH3:35])[CH3:34])=[O:31])[CH2:25]1)#[CH:23]. (2) Given the product [Cl:21][CH2:5][C:4]([C:7]1[C:15]2[S:14][C:13](=[O:16])[NH:12][C:11]=2[C:10]([OH:17])=[CH:9][CH:8]=1)=[O:6], predict the reactants needed to synthesize it. The reactants are: C(O)C.[C:4]([C:7]1[C:15]2[S:14][C:13](=[O:16])[NH:12][C:11]=2[C:10]([OH:17])=[CH:9][CH:8]=1)(=[O:6])[CH3:5].I([Cl:21])(=O)=O.I(Cl)(=O)=O.C([N+](C)(C)C)C1C=CC=CC=1. (3) Given the product [CH:9]1([NH:14][C:4](=[O:5])[C:3]([CH3:8])([CH3:7])[CH2:2][OH:1])[CH2:13][CH2:12][CH2:11][CH2:10]1, predict the reactants needed to synthesize it. The reactants are: [OH:1][CH2:2][C:3]([CH3:8])([CH3:7])[C:4](O)=[O:5].[CH:9]1([NH2:14])[CH2:13][CH2:12][CH2:11][CH2:10]1. (4) Given the product [CH2:25]([O:27][C:28]([C:30]1[C:31]2[S:39][CH:38]=[C:37]([CH2:40][O:21][C:16]3[CH:15]=[C:14]([NH:13][C:11](=[O:12])[C:10]4[CH:22]=[CH:23][CH:24]=[C:8]([Cl:7])[CH:9]=4)[CH:19]=[CH:18][C:17]=3[CH3:20])[C:32]=2[C:33]([Cl:36])=[N:34][CH:35]=1)=[O:29])[CH3:26], predict the reactants needed to synthesize it. The reactants are: C(=O)([O-])[O-].[Cs+].[Cs+].[Cl:7][C:8]1[CH:9]=[C:10]([CH:22]=[CH:23][CH:24]=1)[C:11]([NH:13][C:14]1[CH:19]=[CH:18][C:17]([CH3:20])=[C:16]([OH:21])[CH:15]=1)=[O:12].[CH2:25]([O:27][C:28]([C:30]1[C:31]2[S:39][CH:38]=[C:37]([CH2:40]Br)[C:32]=2[C:33]([Cl:36])=[N:34][CH:35]=1)=[O:29])[CH3:26]. (5) Given the product [ClH:34].[CH3:1][N:2]([CH2:4][C:5]1[C:13]2[O:12][N:11]=[C:10]([CH2:14][CH2:15][CH:16]3[CH2:17][CH2:18][N:19]([C:22]4[N:27]=[C:26]([F:28])[CH:25]=[CH:24][CH:23]=4)[CH2:20][CH2:21]3)[C:9]=2[CH:8]=[CH:7][C:6]=1[O:29][CH2:30][CH:31]1[CH2:32][CH2:33]1)[CH3:3], predict the reactants needed to synthesize it. The reactants are: [CH3:1][N:2]([CH2:4][C:5]1[C:13]2[O:12][N:11]=[C:10]([CH2:14][CH2:15][CH:16]3[CH2:21][CH2:20][N:19]([C:22]4[N:27]=[C:26]([F:28])[CH:25]=[CH:24][CH:23]=4)[CH2:18][CH2:17]3)[C:9]=2[CH:8]=[CH:7][C:6]=1[O:29][CH2:30][CH:31]1[CH2:33][CH2:32]1)[CH3:3].[ClH:34].